Predict the reaction yield, written as a fraction of the theoretical maximum amount of product (1.0 means a 100% yield; for example, 0.34 means a 34% yield). From a dataset of Reaction yield outcomes from USPTO patents with 853,638 reactions. (1) The reactants are Cl.C([O:9][C:10]1[CH:19]=[C:18]2[C:13]([C:14]([NH:20][C:21]3[CH:26]=[CH:25][C:24]([Br:27])=[CH:23][C:22]=3[F:28])=[N:15][CH:16]=[N:17]2)=[CH:12][C:11]=1[O:29][CH3:30])C1C=CC=CC=1. The catalyst is C(O)(C(F)(F)F)=O. The product is [Br:27][C:24]1[CH:25]=[CH:26][C:21]([NH:20][C:14]2[C:13]3[C:18](=[CH:19][C:10]([OH:9])=[C:11]([O:29][CH3:30])[CH:12]=3)[N:17]=[CH:16][N:15]=2)=[C:22]([F:28])[CH:23]=1. The yield is 0.820. (2) The reactants are [CH3:1][O:2][C:3]1[CH:4]=[C:5]2[C:10](=[CH:11][CH:12]=1)[N:9]=[C:8]([CH3:13])[CH:7]=[CH:6]2.[Br:14]N1C(=O)CCC1=O. The catalyst is C(#N)C. The product is [Br:14][C:4]1[C:3]([O:2][CH3:1])=[CH:12][CH:11]=[C:10]2[C:5]=1[CH:6]=[CH:7][C:8]([CH3:13])=[N:9]2. The yield is 0.986. (3) The reactants are [Cl:1][C:2]1[CH:3]=[CH:4][C:5]([NH:8][C:9](=[O:24])[C:10]2[CH:15]=[CH:14][CH:13]=[CH:12][C:11]=2[NH:16][CH2:17][CH:18]2[CH2:23][CH2:22][NH:21][CH2:20][CH2:19]2)=[N:6][CH:7]=1.Cl.Cl[C:27]1[CH:32]=[CH:31][N:30]=[CH:29][CH:28]=1.C(N(CC)CC)C. The catalyst is C(O)C. The product is [Cl:1][C:2]1[CH:3]=[CH:4][C:5]([NH:8][C:9](=[O:24])[C:10]2[CH:15]=[CH:14][CH:13]=[CH:12][C:11]=2[NH:16][CH2:17][CH:18]2[CH2:19][CH2:20][N:21]([C:27]3[CH:32]=[CH:31][N:30]=[CH:29][CH:28]=3)[CH2:22][CH2:23]2)=[N:6][CH:7]=1. The yield is 0.570. (4) The reactants are [Br:1][C:2]1[CH:7]=[CH:6][C:5]([OH:8])=[CH:4][CH:3]=1.C(=O)([O-])[O-].[K+].[K+].Br[CH2:16][CH2:17][O:18][CH3:19]. The catalyst is CN(C)C=O. The product is [Br:1][C:2]1[CH:7]=[CH:6][C:5]([O:8][CH2:16][CH2:17][O:18][CH3:19])=[CH:4][CH:3]=1. The yield is 0.480.